Dataset: Retrosynthesis with 50K atom-mapped reactions and 10 reaction types from USPTO. Task: Predict the reactants needed to synthesize the given product. (1) The reactants are: CC(C)(CO[Si](C)(C)C(C)(C)C)n1cc(C(=O)c2cncc(NC(=O)Cc3cccc(C(F)(F)F)c3)c2)c2cncc(F)c21. Given the product CC(C)(CO)n1cc(C(=O)c2cncc(NC(=O)Cc3cccc(C(F)(F)F)c3)c2)c2cncc(F)c21, predict the reactants needed to synthesize it. (2) Given the product COc1ccc(C(Br)[C@@H]2CN(C(=O)OC(C)(C)C)CCO2)cn1, predict the reactants needed to synthesize it. The reactants are: BrC(Br)(Br)Br.COc1ccc(C(O)[C@@H]2CN(C(=O)OC(C)(C)C)CCO2)cn1. (3) Given the product Cc1ccc(Nc2cncc(F)c2)c(C(=O)Nc2csc(C)n2)n1, predict the reactants needed to synthesize it. The reactants are: Cc1ccc(N)c(C(=O)Nc2csc(C)n2)n1.Fc1cncc(Br)c1.